From a dataset of Catalyst prediction with 721,799 reactions and 888 catalyst types from USPTO. Predict which catalyst facilitates the given reaction. Reactant: [C:1]([C:5]1[CH:17]=[CH:16][CH:15]=[C:14]2[C:6]=1[C:7]1[C:8](=[O:18])[CH2:9][CH2:10][CH2:11][C:12]=1[NH:13]2)([O:3][CH3:4])=[O:2].[CH2:19](Br)[C:20]1[CH:25]=[CH:24][CH:23]=[CH:22][CH:21]=1.C(=O)([O-])[O-].[K+].[K+]. Product: [C:20]1([CH2:19][N:13]2[C:12]3[CH2:11][CH2:10][CH2:9][C:8](=[O:18])[C:7]=3[C:6]3[C:14]2=[CH:15][CH:16]=[CH:17][C:5]=3[C:1]([O:3][CH3:4])=[O:2])[CH:25]=[CH:24][CH:23]=[CH:22][CH:21]=1. The catalyst class is: 18.